Dataset: Catalyst prediction with 721,799 reactions and 888 catalyst types from USPTO. Task: Predict which catalyst facilitates the given reaction. (1) Reactant: [N:1]#[C:2][NH2:3].[Na].Cl[C:6]1[C:11]([O:12][CH3:13])=[CH:10][N:9]=[C:8]([O:14][CH3:15])[N:7]=1.C(O)(=O)C.[Cl-].[Na+]. Product: [CH3:15][O:14][C:8]1[N:7]=[C:6]([NH:3][C:2]#[N:1])[C:11]([O:12][CH3:13])=[CH:10][N:9]=1. The catalyst class is: 60. (2) Reactant: C(O[C:6](=O)[NH:7][C@H:8]1[CH2:11][C@H:10]([N:12]2[C:16]3=[N:17][CH:18]=[CH:19][CH:20]=[C:15]3[C:14]([CH3:22])([CH3:21])[C:13]2=[O:23])[CH2:9]1)(C)(C)C.ClC1[N:31]=[CH:30][C:29]([CH2:32][CH3:33])=[CH:28][N:27]=1.C(=O)([O-])[O-].[K+].[K+]. Product: [CH2:32]([C:29]1[CH:28]=[N:27][C:6]([NH:7][C@H:8]2[CH2:9][C@H:10]([N:12]3[C:16]4=[N:17][CH:18]=[CH:19][CH:20]=[C:15]4[C:14]([CH3:21])([CH3:22])[C:13]3=[O:23])[CH2:11]2)=[N:31][CH:30]=1)[CH3:33]. The catalyst class is: 58. (3) Reactant: [CH3:1][C:2]1[N:6](C2CCCCO2)[N:5]=[C:4]([NH:13][C:14](=[O:29])[CH2:15][NH:16][C:17]2[CH:21]=[C:20]([CH3:22])[N:19](C3CCCCO3)[N:18]=2)[CH:3]=1. Product: [CH3:1][C:2]1[NH:6][N:5]=[C:4]([NH:13][C:14](=[O:29])[CH2:15][NH:16][C:17]2[CH:21]=[C:20]([CH3:22])[NH:19][N:18]=2)[CH:3]=1. The catalyst class is: 137. (4) Reactant: [OH:1][C@H:2]1[CH2:6][CH2:5][N:4]([CH3:7])[CH2:3]1.CN1CC[O:12][CH2:11]C1.ClC(OC1C=CC([N+]([O-])=O)=CC=1)=O.Cl.Cl.[CH3:30][C:31]1[CH:36]=[CH:35][C:34]([N:37]2[CH2:42][CH2:41][NH:40][CH2:39][CH2:38]2)=[CH:33][CH:32]=1.CCN(C(C)C)C(C)C. Product: [CH3:7][N:4]1[CH2:5][CH2:6][C@H:2]([O:1][C:11]([N:40]2[CH2:41][CH2:42][N:37]([C:34]3[CH:33]=[CH:32][C:31]([CH3:30])=[CH:36][CH:35]=3)[CH2:38][CH2:39]2)=[O:12])[CH2:3]1. The catalyst class is: 59. (5) Reactant: Cl[C:2]1[CH:7]=[C:6]([CH3:8])[N:5]=[CH:4][C:3]=1[CH:9]=O.O.[NH2:12][NH2:13]. Product: [CH3:8][C:6]1[N:5]=[CH:4][C:3]2[CH:9]=[N:12][NH:13][C:2]=2[CH:7]=1. The catalyst class is: 57.